Dataset: NCI-60 drug combinations with 297,098 pairs across 59 cell lines. Task: Regression. Given two drug SMILES strings and cell line genomic features, predict the synergy score measuring deviation from expected non-interaction effect. (1) Drug 1: C1=CC(=CC=C1CCCC(=O)O)N(CCCl)CCCl. Drug 2: C1=NC(=NC(=O)N1C2C(C(C(O2)CO)O)O)N. Cell line: A549. Synergy scores: CSS=16.6, Synergy_ZIP=-0.737, Synergy_Bliss=-4.17, Synergy_Loewe=-5.59, Synergy_HSA=-5.50. (2) Drug 1: CCCS(=O)(=O)NC1=C(C(=C(C=C1)F)C(=O)C2=CNC3=C2C=C(C=N3)C4=CC=C(C=C4)Cl)F. Drug 2: CN1CCC(CC1)COC2=C(C=C3C(=C2)N=CN=C3NC4=C(C=C(C=C4)Br)F)OC. Cell line: SK-OV-3. Synergy scores: CSS=8.74, Synergy_ZIP=-6.94, Synergy_Bliss=-4.06, Synergy_Loewe=-21.6, Synergy_HSA=-4.97. (3) Drug 1: CNC(=O)C1=CC=CC=C1SC2=CC3=C(C=C2)C(=NN3)C=CC4=CC=CC=N4. Drug 2: CC1CCC2CC(C(=CC=CC=CC(CC(C(=O)C(C(C(=CC(C(=O)CC(OC(=O)C3CCCCN3C(=O)C(=O)C1(O2)O)C(C)CC4CCC(C(C4)OC)O)C)C)O)OC)C)C)C)OC. Cell line: HOP-62. Synergy scores: CSS=22.2, Synergy_ZIP=-1.56, Synergy_Bliss=5.31, Synergy_Loewe=-21.7, Synergy_HSA=3.03.